Dataset: Forward reaction prediction with 1.9M reactions from USPTO patents (1976-2016). Task: Predict the product of the given reaction. (1) Given the reactants C(OC([N:8]1[CH2:15][CH:14]2[CH2:16][CH:10]([C:11]3[N:12]([C:17](=[O:23])[CH:18]=[C:19]([CH2:21][OH:22])[CH:20]=3)[CH2:13]2)[CH2:9]1)=O)(C)(C)C, predict the reaction product. The product is: [OH:22][CH2:21][C:19]1[CH:20]=[C:11]2[CH:10]3[CH2:16][CH:14]([CH2:15][NH:8][CH2:9]3)[CH2:13][N:12]2[C:17](=[O:23])[CH:18]=1. (2) Given the reactants [Cl:1][C:2]1[CH:3]=[CH:4][C:5]([O:17][CH2:18][CH:19]([CH3:21])[CH3:20])=[C:6]([NH:8][C:9]2[S:10][CH:11]=[C:12]([C:14]([NH2:16])=O)[N:13]=2)[CH:7]=1.P(Cl)(Cl)(Cl)=O, predict the reaction product. The product is: [Cl:1][C:2]1[CH:3]=[CH:4][C:5]([O:17][CH2:18][CH:19]([CH3:21])[CH3:20])=[C:6]([NH:8][C:9]2[S:10][CH:11]=[C:12]([C:14]#[N:16])[N:13]=2)[CH:7]=1.